Dataset: Full USPTO retrosynthesis dataset with 1.9M reactions from patents (1976-2016). Task: Predict the reactants needed to synthesize the given product. (1) The reactants are: Cl.[Cl:2][CH2:3][CH2:4][NH:5][CH2:6][CH2:7][Cl:8].[OH-].[Na+].[C:11]([O:15][C:16](O[C:16]([O:15][C:11]([CH3:14])([CH3:13])[CH3:12])=[O:17])=[O:17])([CH3:14])([CH3:13])[CH3:12]. Given the product [Cl:2][CH2:3][CH2:4][N:5]([CH2:6][CH2:7][Cl:8])[C:16](=[O:17])[O:15][C:11]([CH3:14])([CH3:13])[CH3:12], predict the reactants needed to synthesize it. (2) Given the product [CH3:1][C:2]1[CH:7]=[CH:6][CH:5]=[CH:4][C:3]=1[N:8]1[CH2:13][CH2:12][NH:11][CH2:10][C:9]1=[O:21], predict the reactants needed to synthesize it. The reactants are: [CH3:1][C:2]1[CH:7]=[CH:6][CH:5]=[CH:4][C:3]=1[N:8]1[CH2:13][CH2:12][N:11](C(OC(C)(C)C)=O)[CH2:10][C:9]1=[O:21].O1CCOCC1. (3) Given the product [F:27][C:25]([F:28])([F:26])[C:20]1[CH:21]=[CH:22][CH:23]=[CH:24][C:19]=1[C:16]1[NH:15][C:14]2[CH:13]=[CH:12][CH:11]=[C:10]([C:8]([NH:7][C:2]3[CH:3]=[CH:4][CH:5]=[CH:6][N+:1]=3[O-:37])=[O:9])[C:18]=2[N:17]=1, predict the reactants needed to synthesize it. The reactants are: [N:1]1[CH:6]=[CH:5][CH:4]=[CH:3][C:2]=1[NH:7][C:8]([C:10]1[C:18]2[N:17]=[C:16]([C:19]3[CH:24]=[CH:23][CH:22]=[CH:21][C:20]=3[C:25]([F:28])([F:27])[F:26])[NH:15][C:14]=2[CH:13]=[CH:12][CH:11]=1)=[O:9].C1C=C(Cl)C=C(C(OO)=[O:37])C=1.C([O-])([O-])=O.[K+].[K+]. (4) Given the product [Br:1][C:2]1[CH:3]=[CH:4][C:5]([NH:8][C:9](=[O:15])[CH2:10][CH2:11][C:12]([O:14][CH2:16][C:17]#[C:18][CH3:19])=[O:13])=[N:6][CH:7]=1, predict the reactants needed to synthesize it. The reactants are: [Br:1][C:2]1[CH:3]=[CH:4][C:5]([NH:8][C:9](=[O:15])[CH2:10][CH2:11][C:12]([OH:14])=[O:13])=[N:6][CH:7]=1.[CH2:16](O)[C:17]#[C:18][CH3:19]. (5) Given the product [CH2:23]([O:20][C:19]([C:18]1[C:12]2[O:11][B:10]([OH:22])[C@@H:9]([NH:8][C:6](=[O:7])[CH2:5][CH2:4][C:1](=[O:3])[NH2:2])[CH2:14][C:13]=2[CH:15]=[CH:16][CH:17]=1)=[O:21])[CH3:24], predict the reactants needed to synthesize it. The reactants are: [C:1]([CH2:4][CH2:5][C:6]([NH:8][CH:9]1[CH2:14][C:13]2[CH:15]=[CH:16][CH:17]=[C:18]([C:19]([OH:21])=[O:20])[C:12]=2[O:11][B:10]1[OH:22])=[O:7])(=[O:3])[NH2:2].[CH2:23](O)[CH3:24]. (6) Given the product [F:1][C:2]1[CH:3]=[C:4]([CH:8]=[CH:9][C:10]=1[CH3:11])[C:5]([Cl:15])=[O:6], predict the reactants needed to synthesize it. The reactants are: [F:1][C:2]1[CH:3]=[C:4]([CH:8]=[CH:9][C:10]=1[CH3:11])[C:5](O)=[O:6].C(Cl)(=O)C([Cl:15])=O.CN(C)C=O. (7) Given the product [Cl:32][C:29]1[CH:30]=[CH:31][C:26](/[CH:25]=[N:24]/[NH:23][C:21]([C:10]2[CH:11]=[C:12]([N:15]3[CH2:20][CH2:19][CH2:18][CH2:17][CH2:16]3)[CH:13]=[CH:14][C:9]=2[NH:8][C:6]([C:5]2[CH:4]=[C:3]([CH:39]=[CH:38][CH:37]=2)[CH2:2][S:48][CH2:49][CH2:50][C:51]([OH:53])=[O:52])=[O:7])=[O:22])=[CH:27][C:28]=1[C:33]([F:36])([F:35])[F:34], predict the reactants needed to synthesize it. The reactants are: Br[CH2:2][C:3]1[CH:4]=[C:5]([CH:37]=[CH:38][CH:39]=1)[C:6]([NH:8][C:9]1[CH:14]=[CH:13][C:12]([N:15]2[CH2:20][CH2:19][CH2:18][CH2:17][CH2:16]2)=[CH:11][C:10]=1[C:21]([NH:23]/[N:24]=[CH:25]/[C:26]1[CH:31]=[CH:30][C:29]([Cl:32])=[C:28]([C:33]([F:36])([F:35])[F:34])[CH:27]=1)=[O:22])=[O:7].C(=O)([O-])[O-].[K+].[K+].[I-].[K+].[SH:48][CH2:49][CH2:50][C:51]([OH:53])=[O:52]. (8) Given the product [Br:1][C:2]1[CH:3]=[C:4]([C:8]2([NH:11][C:17](=[O:18])[O:16][C:13]([CH3:15])([CH3:14])[CH3:12])[CH2:9][CH2:10]2)[CH:5]=[CH:6][CH:7]=1, predict the reactants needed to synthesize it. The reactants are: [Br:1][C:2]1[CH:3]=[C:4]([C:8]2([NH2:11])[CH2:10][CH2:9]2)[CH:5]=[CH:6][CH:7]=1.[CH3:12][C:13]([O:16][C:17](O[C:17]([O:16][C:13]([CH3:15])([CH3:14])[CH3:12])=[O:18])=[O:18])([CH3:15])[CH3:14]. (9) Given the product [C:31]([O:35][C:36](=[O:37])[N:10]([C:4]1[CH:5]=[CH:6][C:7]([CH:8]=[O:9])=[C:2]([Cl:1])[N:3]=1)[CH2:11][C:12]1[CH:13]=[N:14][C:15]([C:18]([F:21])([F:19])[F:20])=[CH:16][CH:17]=1)([CH3:34])([CH3:33])[CH3:32], predict the reactants needed to synthesize it. The reactants are: [Cl:1][C:2]1[C:7]([CH:8]=[O:9])=[CH:6][CH:5]=[C:4]([NH:10][CH2:11][C:12]2[CH:13]=[N:14][C:15]([C:18]([F:21])([F:20])[F:19])=[CH:16][CH:17]=2)[N:3]=1.C(N(CC)C(C)C)(C)C.[C:31]([O:35][C:36](O[C:36]([O:35][C:31]([CH3:34])([CH3:33])[CH3:32])=[O:37])=[O:37])([CH3:34])([CH3:33])[CH3:32]. (10) Given the product [CH3:34][N:33]([CH3:35])[C:21]1[CH:20]=[C:19]([OH:18])[C:24](=[O:25])[NH:23][N:22]=1, predict the reactants needed to synthesize it. The reactants are: C(C1C=C(O)C(=O)NN=1)C.C([O:18][C:19]1[CH:20]=[C:21]([N:33]([CH3:35])[CH3:34])[N:22]=[N:23][C:24]=1[O:25]CC1C=CC=CC=1)C1C=CC=CC=1.